This data is from hERG potassium channel inhibition data for cardiac toxicity prediction from Karim et al.. The task is: Regression/Classification. Given a drug SMILES string, predict its toxicity properties. Task type varies by dataset: regression for continuous values (e.g., LD50, hERG inhibition percentage) or binary classification for toxic/non-toxic outcomes (e.g., AMES mutagenicity, cardiotoxicity, hepatotoxicity). Dataset: herg_karim. The compound is CCN(CCO)C(=O)c1cc2cccnn2c1-c1cccc(C)c1. The result is 0 (non-blocker).